From a dataset of Reaction yield outcomes from USPTO patents with 853,638 reactions. Predict the reaction yield, written as a fraction of the theoretical maximum amount of product (1.0 means a 100% yield; for example, 0.34 means a 34% yield). (1) The reactants are [CH:1]1([CH2:4][CH2:5][NH:6][C:7]([C:9]2[N:10]=[N:11][C:12]([N:15]3[CH2:20][CH:19]([CH3:21])[NH:18][CH:17]([CH3:22])[CH2:16]3)=[CH:13][CH:14]=2)=[O:8])[CH2:3][CH2:2]1.C(N(C(C)C)CC)(C)C.[F:32][C:33]([F:44])([F:43])[C:34]1[CH:42]=[CH:41][CH:40]=[CH:39][C:35]=1[C:36](Cl)=[O:37].O. The catalyst is ClCCl. The product is [CH:1]1([CH2:4][CH2:5][NH:6][C:7]([C:9]2[N:10]=[N:11][C:12]([N:15]3[CH2:20][CH:19]([CH3:21])[N:18]([C:36](=[O:37])[C:35]4[CH:39]=[CH:40][CH:41]=[CH:42][C:34]=4[C:33]([F:32])([F:43])[F:44])[CH:17]([CH3:22])[CH2:16]3)=[CH:13][CH:14]=2)=[O:8])[CH2:3][CH2:2]1. The yield is 0.280. (2) The reactants are [NH2:1][C:2]1[CH:3]=[C:4](/[CH:24]=[C:25]2/[C:26]([NH:31][CH3:32])=[N:27][C:28](=[O:30])[S:29]/2)[CH:5]=[CH:6][C:7]=1[O:8][CH2:9][C:10]1[CH:15]=[CH:14][C:13]([C:16]([F:19])([F:18])[F:17])=[CH:12][C:11]=1[C:20]([F:23])([F:22])[F:21].C([BH3-])#N.[Na+].O1[CH2:41][CH2:40][CH2:39]C1.[C:42](#N)C. The catalyst is C(O)(=O)C. The product is [F:23][C:20]([F:21])([F:22])[C:11]1[CH:12]=[C:13]([C:16]([F:17])([F:18])[F:19])[CH:14]=[CH:15][C:10]=1[CH2:9][O:8][C:7]1[CH:6]=[CH:5][C:4](/[CH:24]=[C:25]2/[C:26]([NH:31][CH3:32])=[N:27][C:28](=[O:30])[S:29]/2)=[CH:3][C:2]=1[NH:1][CH2:42][CH:40]([CH3:39])[CH3:41]. The yield is 0.190.